The task is: Predict which catalyst facilitates the given reaction.. This data is from Catalyst prediction with 721,799 reactions and 888 catalyst types from USPTO. (1) Reactant: [Cl:1][C:2]1[CH:12]=[CH:11][C:5]([CH:6]=[CH:7][C:8]([OH:10])=O)=[CH:4][CH:3]=1.C(N(CC)CC)C.C(Cl)(=O)C(C)(C)C.[CH2:27]([C@H:34]1[CH2:38][O:37][C:36](=[O:39])[NH:35]1)[C:28]1[CH:33]=[CH:32][CH:31]=[CH:30][CH:29]=1.[Cl-].[Li+]. Product: [CH2:27]([C@H:34]1[CH2:38][O:37][C:36](=[O:39])[N:35]1[C:8](=[O:10])/[CH:7]=[CH:6]/[C:5]1[CH:4]=[CH:3][C:2]([Cl:1])=[CH:12][CH:11]=1)[C:28]1[CH:29]=[CH:30][CH:31]=[CH:32][CH:33]=1. The catalyst class is: 7. (2) Product: [F:8][C:4]1[C:3]([O:9][CH3:10])=[C:2]([C:27]([CH3:33])([CH3:32])[C:28]#[N:13])[CH:7]=[CH:6][CH:5]=1. The catalyst class is: 13. Reactant: F[C:2]1[CH:7]=[CH:6][CH:5]=[C:4]([F:8])[C:3]=1[O:9][CH3:10].C[Si](C)(C)[N-:13][Si](C)(C)C.[K+].O.S(=O)(=O)(O)O.[C:27]1([CH3:33])[CH:32]=CC=C[CH:28]=1. (3) Reactant: [ClH:1].[CH3:2][O:3][CH2:4][C@H:5]1[CH2:10][NH:9][C@H:8]([CH3:11])[CH2:7][N:6]1[CH2:12][C:13]([N:15]1[C:23]2[C:18](=[CH:19][CH:20]=[C:21]([C:24]#[N:25])[CH:22]=2)[C:17]([CH3:27])([CH3:26])[CH2:16]1)=[O:14].[N-:28]=[N+:29]=[N-:30].[Na+].[Cl-].[NH4+]. Product: [ClH:1].[CH3:27][C:17]1([CH3:26])[C:18]2[C:23](=[CH:22][C:21]([C:24]3[NH:30][N:29]=[N:28][N:25]=3)=[CH:20][CH:19]=2)[N:15]([C:13](=[O:14])[CH2:12][N:6]2[CH2:7][C@@H:8]([CH3:11])[NH:9][CH2:10][C@@H:5]2[CH2:4][O:3][CH3:2])[CH2:16]1. The catalyst class is: 3.